From a dataset of Forward reaction prediction with 1.9M reactions from USPTO patents (1976-2016). Predict the product of the given reaction. (1) Given the reactants [OH:1][C@@H:2]([C:23]1[CH:28]=[CH:27][CH:26]=[CH:25][CH:24]=1)[CH2:3][CH2:4][N:5]1[CH2:10][CH2:9][CH:8]([C:11]2[CH:12]=[C:13]([NH:17][C:18](=[O:22])[CH:19]([CH3:21])[CH3:20])[CH:14]=[CH:15][CH:16]=2)[CH2:7][CH2:6]1.[CH3:29][O:30][C:31]1[CH:32]=[C:33](O)[CH:34]=[CH:35][CH:36]=1.C1(P(C2C=CC=CC=2)C2C=CC=CC=2)C=CC=CC=1.N(C(OCC)=O)=NC(OCC)=O.N, predict the reaction product. The product is: [CH3:29][O:30][C:31]1[CH:36]=[C:35]([CH:34]=[CH:33][CH:32]=1)[O:1][C@H:2]([C:23]1[CH:24]=[CH:25][CH:26]=[CH:27][CH:28]=1)[CH2:3][CH2:4][N:5]1[CH2:10][CH2:9][CH:8]([C:11]2[CH:12]=[C:13]([NH:17][C:18](=[O:22])[CH:19]([CH3:21])[CH3:20])[CH:14]=[CH:15][CH:16]=2)[CH2:7][CH2:6]1. (2) Given the reactants [CH3:1][O:2][C:3]1[CH:4]=[C:5]2[C:10](=[CH:11][C:12]=1[O:13][CH3:14])[O:9][CH:8]([C:15]([F:18])([F:17])[F:16])[C:7]([C:19]([O:21][CH2:22][CH3:23])=[O:20])=[CH:6]2.[Cl:24]Cl, predict the reaction product. The product is: [Cl:24][C:4]1[C:3]([O:2][CH3:1])=[C:12]([O:13][CH3:14])[CH:11]=[C:10]2[C:5]=1[CH:6]=[C:7]([C:19]([O:21][CH2:22][CH3:23])=[O:20])[CH:8]([C:15]([F:16])([F:17])[F:18])[O:9]2.[Cl:24][C:11]1[C:12]([O:13][CH3:14])=[C:3]([O:2][CH3:1])[CH:4]=[C:5]2[C:10]=1[O:9][CH:8]([C:15]([F:16])([F:17])[F:18])[C:7]([C:19]([O:21][CH2:22][CH3:23])=[O:20])=[CH:6]2. (3) Given the reactants [OH-].[Na+].C1(C[O:10][C:11]([C:13]2([NH:19][C:20]([C:22]3[CH:27]=[CH:26][C:25]([C:28]4[N:29]=[C:30]([N:33]5[CH2:38][CH2:37][N:36]([CH3:39])[CH2:35][CH2:34]5)[S:31][CH:32]=4)=[CH:24][CH:23]=3)=[O:21])[CH2:18][CH2:17][CH2:16][CH2:15][CH2:14]2)=[O:12])C=CC=CC=1.CCOCC, predict the reaction product. The product is: [CH3:39][N:36]1[CH2:35][CH2:34][N:33]([C:30]2[S:31][CH:32]=[C:28]([C:25]3[CH:24]=[CH:23][C:22]([C:20]([NH:19][C:13]4([C:11]([OH:12])=[O:10])[CH2:18][CH2:17][CH2:16][CH2:15][CH2:14]4)=[O:21])=[CH:27][CH:26]=3)[N:29]=2)[CH2:38][CH2:37]1. (4) Given the reactants C(N([CH2:6][CH3:7])CC)C.Cl[C:9](=[N:15][OH:16])[C:10]([O:12][CH2:13][CH3:14])=[O:11].O.[Cl:18]CCl, predict the reaction product. The product is: [Cl:18][C:6]1[O:16][N:15]=[C:9]([C:10]([O:12][CH2:13][CH3:14])=[O:11])[CH:7]=1. (5) Given the reactants [CH3:1][O:2][C:3]([NH2:5])=[NH:4].Cl.[Br:7][C:8]1[CH:9]=[C:10]2NC(=O)O[C:12](=[O:13])[C:11]2=[CH:18][CH:19]=1.[O-]CC.[Na+].O, predict the reaction product. The product is: [Br:7][C:8]1[CH:9]=[C:10]2[C:11]([C:12](=[O:13])[NH:4][C:3]([O:2][CH3:1])=[N:5]2)=[CH:18][CH:19]=1.